Dataset: Forward reaction prediction with 1.9M reactions from USPTO patents (1976-2016). Task: Predict the product of the given reaction. (1) Given the reactants [CH2:1]([C:8]1[C:9]([C:26]([O:28]CC)=[O:27])=[N:10][NH:11][C:12]=1[N:13]1[CH2:18][CH2:17][N:16]([C:19]([O:21][C:22]([CH3:25])([CH3:24])[CH3:23])=[O:20])[CH2:15][CH2:14]1)[C:2]1[CH:7]=[CH:6][CH:5]=[CH:4][CH:3]=1.[OH-].[Na+], predict the reaction product. The product is: [CH2:1]([C:8]1[C:12]([N:13]2[CH2:14][CH2:15][N:16]([C:19]([O:21][C:22]([CH3:25])([CH3:24])[CH3:23])=[O:20])[CH2:17][CH2:18]2)=[N:11][NH:10][C:9]=1[C:26]([OH:28])=[O:27])[C:2]1[CH:3]=[CH:4][CH:5]=[CH:6][CH:7]=1. (2) The product is: [Br:1][C:2]1[CH:10]=[C:9]([N:11]([C:12]([O:14][C:15]([CH3:18])([CH3:16])[CH3:17])=[O:13])[CH3:35])[C:8]([O:19][CH3:20])=[C:7]2[C:3]=1[C:4]1[CH:31]=[C:30]([CH3:32])[CH:29]=[N:28][C:5]=1[N:6]2[C:21]([O:23][C:24]([CH3:25])([CH3:26])[CH3:27])=[O:22]. Given the reactants [Br:1][C:2]1[CH:10]=[C:9]([NH:11][C:12]([O:14][C:15]([CH3:18])([CH3:17])[CH3:16])=[O:13])[C:8]([O:19][CH3:20])=[C:7]2[C:3]=1[C:4]1[CH:31]=[C:30]([CH3:32])[CH:29]=[N:28][C:5]=1[N:6]2[C:21]([O:23][C:24]([CH3:27])([CH3:26])[CH3:25])=[O:22].[H-].[Na+].[CH3:35]I, predict the reaction product. (3) The product is: [CH2:33]([NH:35][C:23](=[O:25])[C:22]1[CH:26]=[CH:27][C:19]([N:16]2[CH2:17][CH2:18][N:13]([CH2:12][C:9]3[CH:10]=[N:11][C:5]4[N:4]5[CH2:28][CH2:29][S:30][CH2:31][C@H:3]5[C:2](=[O:1])[NH:7][C:6]=4[CH:8]=3)[CH2:14][CH2:15]2)=[CH:20][CH:21]=1)[CH3:34]. Given the reactants [O:1]=[C:2]1[NH:7][C:6]2[CH:8]=[C:9]([CH2:12][N:13]3[CH2:18][CH2:17][N:16]([C:19]4[CH:27]=[CH:26][C:22]([C:23]([OH:25])=O)=[CH:21][CH:20]=4)[CH2:15][CH2:14]3)[CH:10]=[N:11][C:5]=2[N:4]2[CH2:28][CH2:29][S:30][CH2:31][C@@H:3]12.Cl.[CH2:33]([N:35]=C=NCCCN(C)C)[CH3:34].O.N1(O)C2C=CC=CC=2N=N1.Cl.C(N)C.CN1CCOCC1, predict the reaction product. (4) Given the reactants [Br:1][CH2:2][C:3]([C:5]1[CH:6]=[C:7]([CH:13]=[CH:14][CH:15]=1)[C:8]([O:10][CH2:11][CH3:12])=[O:9])=[O:4], predict the reaction product. The product is: [Br:1][CH2:2][C@H:3]([C:5]1[CH:6]=[C:7]([CH:13]=[CH:14][CH:15]=1)[C:8]([O:10][CH2:11][CH3:12])=[O:9])[OH:4]. (5) Given the reactants [C:1]1([S:7][C:8](Cl)(Cl)Cl)[CH:6]=[CH:5][CH:4]=[CH:3][CH:2]=1.Cl[C:13]1[CH:18]=[CH:17][CH:16]=C[N:14]=1, predict the reaction product. The product is: [C:1]1([S:7][C:8]2[CH:16]=[CH:17][CH:18]=[CH:13][N:14]=2)[CH:6]=[CH:5][CH:4]=[CH:3][CH:2]=1.